From a dataset of Reaction yield outcomes from USPTO patents with 853,638 reactions. Predict the reaction yield, written as a fraction of the theoretical maximum amount of product (1.0 means a 100% yield; for example, 0.34 means a 34% yield). (1) The reactants are [NH2:1][C:2]1[CH:7]=[CH:6][C:5]([CH:8]2[C:17]([CH3:19])([CH3:18])[CH2:16][C:15]3[C:10](=[CH:11][CH:12]=[C:13]([C:20]([O:22][CH3:23])=[O:21])[CH:14]=3)[NH:9]2)=[CH:4][CH:3]=1.C(N(CC)C(C)C)(C)C.[C:33](Cl)(=[O:37])[CH:34]([CH3:36])[CH3:35]. The yield is 0.680. The catalyst is ClCCl. The product is [C:33]([NH:1][C:2]1[CH:3]=[CH:4][C:5]([CH:8]2[C:17]([CH3:18])([CH3:19])[CH2:16][C:15]3[C:10](=[CH:11][CH:12]=[C:13]([C:20]([O:22][CH3:23])=[O:21])[CH:14]=3)[NH:9]2)=[CH:6][CH:7]=1)(=[O:37])[CH:34]([CH3:36])[CH3:35]. (2) The yield is 0.460. The reactants are [Br:1][C:2]1[CH:3]=[C:4]([CH:16]=[CH:17][CH:18]=1)[CH2:5][N:6]1[C:10]2[CH:11]=[CH:12][CH:13]=[CH:14][C:9]=2[NH:8][C:7]1=[NH:15].[F:19][C:20]1[CH:30]=[CH:29][C:23]([O:24][CH2:25][CH:26]2[CH2:28][O:27]2)=[CH:22][CH:21]=1. The product is [Br:1][C:2]1[CH:3]=[C:4]([CH:16]=[CH:17][CH:18]=1)[CH2:5][N:6]1[C:10]2[CH:11]=[CH:12][CH:13]=[CH:14][C:9]=2[N:8]([CH2:28][CH:26]([OH:27])[CH2:25][O:24][C:23]2[CH:29]=[CH:30][C:20]([F:19])=[CH:21][CH:22]=2)[C:7]1=[NH:15]. The catalyst is CCO.